This data is from Peptide-MHC class I binding affinity with 185,985 pairs from IEDB/IMGT. The task is: Regression. Given a peptide amino acid sequence and an MHC pseudo amino acid sequence, predict their binding affinity value. This is MHC class I binding data. (1) The binding affinity (normalized) is 0.230. The peptide sequence is RLRQDTEDI. The MHC is HLA-A68:02 with pseudo-sequence HLA-A68:02. (2) The peptide sequence is IVLIVITGI. The MHC is HLA-B15:01 with pseudo-sequence HLA-B15:01. The binding affinity (normalized) is 0.304. (3) The peptide sequence is SEADVRALG. The MHC is HLA-A01:01 with pseudo-sequence HLA-A01:01. The binding affinity (normalized) is 0. (4) The peptide sequence is ELALTDVEK. The MHC is HLA-A03:01 with pseudo-sequence HLA-A03:01. The binding affinity (normalized) is 0.321.